Task: Predict the reaction yield, written as a fraction of the theoretical maximum amount of product (1.0 means a 100% yield; for example, 0.34 means a 34% yield).. Dataset: Reaction yield outcomes from USPTO patents with 853,638 reactions (1) The reactants are C(O[CH2:9][C@@H:10]([CH2:14][CH2:15][CH2:16][CH2:17][CH3:18])[C:11]([OH:13])=[O:12])C1C=CC=CC=1.CC[OH:21]. The catalyst is [Pd]. The product is [OH:21][CH:16]([CH2:17][CH3:18])[CH2:15][CH2:14][C@@H:10]([CH3:9])[C:11]([OH:13])=[O:12]. The yield is 0.930. (2) The catalyst is C(Cl)Cl. The yield is 0.950. The product is [CH2:8]([O:15][NH:16][C@H:17]1[CH2:22][NH:21][C@H:20]([C:30]([O:32][CH2:33][CH3:34])=[O:31])[CH2:19][CH2:18]1)[C:9]1[CH:10]=[CH:11][CH:12]=[CH:13][CH:14]=1. The reactants are C(O)(C(F)(F)F)=O.[CH2:8]([O:15][NH:16][C@H:17]1[CH2:22][N:21](C(OC(C)(C)C)=O)[C@H:20]([C:30]([O:32][CH2:33][CH3:34])=[O:31])[CH2:19][CH2:18]1)[C:9]1[CH:14]=[CH:13][CH:12]=[CH:11][CH:10]=1. (3) The reactants are Br[C:2]1[CH:7]=[CH:6][C:5]([C:8]2[CH:13]=[CH:12][C:11]([Br:14])=[CH:10][CH:9]=2)=[CH:4][CH:3]=1.[Li][CH2:16][CH2:17]CC.ICC.O. The catalyst is C1COCC1. The product is [Br:14][C:11]1[CH:12]=[CH:13][C:8]([C:5]2[CH:6]=[CH:7][C:2]([CH2:16][CH3:17])=[CH:3][CH:4]=2)=[CH:9][CH:10]=1. The yield is 0.900. (4) The reactants are C(O[C:5](=[O:7])[CH3:6])(=O)C.C(N(CC)CC)C.[NH2:15][C:16]1[N:24]=[C:23]2[C:19]([NH:20][CH:21]=[N:22]2)=[C:18]([Cl:25])[N:17]=1. The catalyst is C1(C)C=CC=CC=1. The product is [C:5]([N:22]1[CH:21]=[N:20][C:19]2[C:23]1=[N:24][C:16]([NH2:15])=[N:17][C:18]=2[Cl:25])(=[O:7])[CH3:6]. The yield is 1.00.